Dataset: Forward reaction prediction with 1.9M reactions from USPTO patents (1976-2016). Task: Predict the product of the given reaction. (1) Given the reactants C(N(CC)CC)C.Cl.[Cl:9][C:10]1[CH:15]=[CH:14][C:13]([CH:16]2[CH2:21][CH2:20][CH2:19][NH:18][CH2:17]2)=[C:12]([C:22]([F:25])([F:24])[F:23])[CH:11]=1.[NH:26]1[CH:30]=[C:29]([C:31](O)=[O:32])[CH:28]=[N:27]1.C(Cl)CCl.O.ON1C2C=CC=CC=2N=N1, predict the reaction product. The product is: [Cl:9][C:10]1[CH:15]=[CH:14][C:13]([CH:16]2[CH2:21][CH2:20][CH2:19][N:18]([C:31]([C:29]3[CH:30]=[N:26][NH:27][CH:28]=3)=[O:32])[CH2:17]2)=[C:12]([C:22]([F:25])([F:23])[F:24])[CH:11]=1. (2) Given the reactants [Br:1][C:2]1[CH:7]=[CH:6][C:5]([CH2:8][Br:9])=[CH:4][C:3]=1[CH2:10][OH:11].CCN(C(C)C)C(C)C.Cl[CH2:22][O:23][CH3:24], predict the reaction product. The product is: [Br:1][C:2]1[CH:7]=[CH:6][C:5]([CH2:8][Br:9])=[CH:4][C:3]=1[CH2:10][O:11][CH2:22][O:23][CH3:24]. (3) Given the reactants [NH2:1][C:2]1[CH:7]=[C:6]([OH:8])[CH:5]=[CH:4][C:3]=1[OH:9].O.[CH2:11](OC(OCC)OCC)C, predict the reaction product. The product is: [O:9]1[C:3]2[CH:4]=[CH:5][C:6]([OH:8])=[CH:7][C:2]=2[N:1]=[CH:11]1. (4) Given the reactants C([O:3][C:4](=[O:36])[CH2:5][CH:6]1[CH2:11][CH2:10][CH:9]([C:12]2[CH:17]=[CH:16][C:15]([N:18]3[C:22]([NH:23][C:24]([O:26][C@@H:27]([C:29]4[CH:34]=[CH:33][CH:32]=[CH:31][CH:30]=4)[CH3:28])=[O:25])=[C:21]([CH3:35])[N:20]=[N:19]3)=[CH:14][CH:13]=2)[CH2:8][CH2:7]1)C.[OH-].[Na+], predict the reaction product. The product is: [CH3:35][C:21]1[N:20]=[N:19][N:18]([C:15]2[CH:14]=[CH:13][C:12]([CH:9]3[CH2:10][CH2:11][CH:6]([CH2:5][C:4]([OH:36])=[O:3])[CH2:7][CH2:8]3)=[CH:17][CH:16]=2)[C:22]=1[NH:23][C:24]([O:26][C@@H:27]([C:29]1[CH:34]=[CH:33][CH:32]=[CH:31][CH:30]=1)[CH3:28])=[O:25]. (5) Given the reactants [F:1][C:2]1[CH:13]=[CH:12][C:5]2[NH:6][C:7](=[O:11])[O:8][C:9](=[O:10])[C:4]=2[CH:3]=1.[H-].[Na+].[F:16][C:17]1[CH:24]=[CH:23][C:20]([CH2:21]Br)=[CH:19][CH:18]=1, predict the reaction product. The product is: [F:1][C:2]1[CH:13]=[CH:12][C:5]2[N:6]([CH2:21][C:20]3[CH:23]=[CH:24][C:17]([F:16])=[CH:18][CH:19]=3)[C:7](=[O:11])[O:8][C:9](=[O:10])[C:4]=2[CH:3]=1. (6) Given the reactants O.[NH2:2][NH2:3].F[C:5]1[C:12]([F:13])=[C:11]([F:14])[CH:10]=[CH:9][C:6]=1[C:7]#[N:8].C(OCC)(=O)C.O1CCCC1, predict the reaction product. The product is: [F:14][C:11]1[C:12]([F:13])=[C:5]2[C:6]([C:7]([NH2:8])=[N:2][NH:3]2)=[CH:9][CH:10]=1. (7) Given the reactants Cl.[CH2:2]([O:9][C:10]1[CH:15]=[CH:14][N:13]([C:16]2[CH:24]=[C:23]3[C:19]([C:20]4[CH2:29][CH2:28][NH:27][CH:26]([CH3:30])[C:21]=4[N:22]3[CH3:25])=[CH:18][CH:17]=2)[C:12](=[O:31])[CH:11]=1)[C:3]1[CH:8]=[CH:7][CH:6]=[CH:5][CH:4]=1.C=O.[BH-](OC(C)=O)(OC(C)=O)O[C:36](C)=O.[Na+], predict the reaction product. The product is: [CH2:2]([O:9][C:10]1[CH:15]=[CH:14][N:13]([C:16]2[CH:24]=[C:23]3[C:19]([C:20]4[CH2:29][CH2:28][N:27]([CH3:36])[CH:26]([CH3:30])[C:21]=4[N:22]3[CH3:25])=[CH:18][CH:17]=2)[C:12](=[O:31])[CH:11]=1)[C:3]1[CH:4]=[CH:5][CH:6]=[CH:7][CH:8]=1. (8) Given the reactants [CH3:1][O:2][C:3]1[CH:4]=[C:5](B(O)O)[CH:6]=[CH:7][CH:8]=1.[N:12]12[CH2:19][CH2:18][CH:15]([CH2:16][CH2:17]1)[C@@H:14]([NH:20][C:21]([C:23]1[O:24][C:25]3[CH:31]=[C:30](Br)[CH:29]=[CH:28][C:26]=3[CH:27]=1)=[O:22])[CH2:13]2.[OH-].[Na+], predict the reaction product. The product is: [N:12]12[CH2:19][CH2:18][CH:15]([CH2:16][CH2:17]1)[C@@H:14]([NH:20][C:21]([C:23]1[O:24][C:25]3[CH:31]=[C:30]([C:7]4[CH:6]=[CH:5][CH:4]=[C:3]([O:2][CH3:1])[CH:8]=4)[CH:29]=[CH:28][C:26]=3[CH:27]=1)=[O:22])[CH2:13]2. (9) Given the reactants Cl.[C:2]1([N:8]([CH2:32][CH2:33][C:34]([O:36][CH2:37][CH2:38][CH3:39])=[O:35])[C:9]([C:11]2[CH:31]=[CH:30][C:14]3[N:15]([CH3:29])[C:16]([CH2:18][NH:19][C:20]4[CH:25]=[CH:24][C:23]([C:26](=[NH:28])[NH2:27])=[CH:22][CH:21]=4)=[N:17][C:13]=3[CH:12]=2)=[O:10])[CH:7]=[CH:6][CH:5]=[CH:4][CH:3]=1.Cl[C:41]([O:43][CH2:44][CH2:45][CH2:46][CH2:47][CH2:48][CH3:49])=[O:42], predict the reaction product. The product is: [C:2]1([N:8]([CH2:32][CH2:33][C:34]([O:36][CH2:37][CH2:38][CH3:39])=[O:35])[C:9]([C:11]2[CH:31]=[CH:30][C:14]3[N:15]([CH3:29])[C:16]([CH2:18][NH:19][C:20]4[CH:25]=[CH:24][C:23]([C:26](=[NH:27])[NH:28][C:41]([O:43][CH2:44][CH2:45][CH2:46][CH2:47][CH2:48][CH3:49])=[O:42])=[CH:22][CH:21]=4)=[N:17][C:13]=3[CH:12]=2)=[O:10])[CH:3]=[CH:4][CH:5]=[CH:6][CH:7]=1.